From a dataset of Choline transporter screen with 302,306 compounds. Binary Classification. Given a drug SMILES string, predict its activity (active/inactive) in a high-throughput screening assay against a specified biological target. (1) The molecule is Clc1c(c2onc(n2)c2ccncc2)ccc(c1)C. The result is 0 (inactive). (2) The compound is N1(CCC(CC1)Cc1ccccc1)C(c1n(nnn1)C(C)(C)C)c1cc(ccc1)C#N. The result is 0 (inactive). (3) The drug is Fc1c(OCC(O)CNCCCOC)cccc1. The result is 0 (inactive). (4) The compound is O1C(CN(CC1C)C(=O)c1nc2n(c1)cccc2)C. The result is 0 (inactive). (5) The result is 0 (inactive). The molecule is ClCC(=O)c1ccc(CNC(=O)C)cc1. (6) The molecule is O1CCN(CCCNC(=O)COc2cc3oc(=O)c4c(CCC4)c3cc2)CC1. The result is 0 (inactive). (7) The compound is S(c1n(\c([nH]n1)=C1\C(=O)C=CC=C1)CC=C)CC(=O)NCc1ccccc1. The result is 0 (inactive).